Task: Predict the product of the given reaction.. Dataset: Forward reaction prediction with 1.9M reactions from USPTO patents (1976-2016) (1) Given the reactants [CH3:1][N:2]1[C:6]([C:7]2[CH:8]=[CH:9][C:10]([NH:13][C:14]([C:16]3[C:21]([F:22])=[CH:20][CH:19]=[C:18]([F:23])[C:17]=3[F:24])=O)=[N:11][CH:12]=2)=[CH:5][C:4]([C:25]([F:28])([F:27])[F:26])=[N:3]1.Cl.C(OCC)(=O)C, predict the reaction product. The product is: [CH3:1][N:2]1[C:6]([C:7]2[CH:8]=[CH:9][C:10]([NH:13][CH2:14][C:16]3[C:21]([F:22])=[CH:20][CH:19]=[C:18]([F:23])[C:17]=3[F:24])=[N:11][CH:12]=2)=[CH:5][C:4]([C:25]([F:28])([F:26])[F:27])=[N:3]1. (2) Given the reactants O1CCCC1.CO.C([O:10][C:11]([CH2:13][CH2:14][CH2:15][N:16]1[C:20]2[CH:21]=[CH:22][CH:23]=[C:24]([CH3:25])[C:19]=2[N:18]=[C:17]1[CH2:26][O:27][C:28]1[CH:33]=[CH:32][C:31]([Cl:34])=[CH:30][CH:29]=1)=[O:12])C.[OH-].[Li+], predict the reaction product. The product is: [C:11]([CH2:13][CH2:14][CH2:15][N:16]1[C:20]2[CH:21]=[CH:22][CH:23]=[C:24]([CH3:25])[C:19]=2[N:18]=[C:17]1[CH2:26][O:27][C:28]1[CH:29]=[CH:30][C:31]([Cl:34])=[CH:32][CH:33]=1)([OH:12])=[O:10]. (3) Given the reactants S[C:2]1[O:3][C:4]2[CH:10]=[C:9]([O:11][CH3:12])[CH:8]=[CH:7][C:5]=2[N:6]=1.CN(C=O)C.S(Cl)([Cl:20])=O, predict the reaction product. The product is: [Cl:20][C:2]1[O:3][C:4]2[CH:10]=[C:9]([O:11][CH3:12])[CH:8]=[CH:7][C:5]=2[N:6]=1. (4) Given the reactants [Cl:1][C:2]1[N:6]=[C:5](SC)[N:4]([C:9]2[C:14]([F:15])=[CH:13][C:12]([F:16])=[CH:11][C:10]=2[F:17])[C:3]=1[N:18]1[CH2:23][CH2:22][CH:21]([CH3:24])[CH2:20][CH2:19]1.Cl[C:26]1C=CC=C(C(OO)=O)C=1.[S:36]([O-:40])([O-])(=[O:38])=S, predict the reaction product. The product is: [Cl:1][C:2]1[N:6]=[C:5]([S:36]([CH3:26])(=[O:40])=[O:38])[N:4]([C:9]2[C:14]([F:15])=[CH:13][C:12]([F:16])=[CH:11][C:10]=2[F:17])[C:3]=1[N:18]1[CH2:23][CH2:22][CH:21]([CH3:24])[CH2:20][CH2:19]1. (5) Given the reactants [O:1]([C:14]1[CH:19]=[C:18]([CH2:20][O:21][C:22](=[O:31])[CH2:23][O:24]C(OCC=C)=O)[CH:17]=[CH:16][C:15]=1[CH2:32][C:33]1[CH:38]=[CH:37][C:36]([O:39][CH2:40][CH3:41])=[CH:35][CH:34]=1)[C@@H:2]1[O:10][C@H:9]([C@@H:11]([CH3:13])[OH:12])[C@@H:7]([OH:8])[C@H:5]([OH:6])[C@H:3]1[OH:4].C1(P(C2C=CC=CC=2)C2C=CC=CC=2)C=CC=CC=1.CC1(C)CC(=O)CC(=O)C1.C(Cl)Cl, predict the reaction product. The product is: [O:1]([C:14]1[CH:19]=[C:18]([CH2:20][O:21][C:22](=[O:31])[CH2:23][OH:24])[CH:17]=[CH:16][C:15]=1[CH2:32][C:33]1[CH:38]=[CH:37][C:36]([O:39][CH2:40][CH3:41])=[CH:35][CH:34]=1)[C@@H:2]1[O:10][C@H:9]([C@@H:11]([CH3:13])[OH:12])[C@@H:7]([OH:8])[C@H:5]([OH:6])[C@H:3]1[OH:4]. (6) Given the reactants [CH2:1]([S:3][C:4]1[CH:5]=[C:6]([C:13]2[C:14]([C:19]3[CH:24]=[CH:23][CH:22]=[CH:21][C:20]=3[F:25])=[N:15][N:16]([CH3:18])[CH:17]=2)[CH:7]=[CH:8][C:9]=1[N+:10]([O-])=O)[CH3:2].O.O.Cl[Sn]Cl, predict the reaction product. The product is: [CH2:1]([S:3][C:4]1[CH:5]=[C:6]([C:13]2[C:14]([C:19]3[CH:24]=[CH:23][CH:22]=[CH:21][C:20]=3[F:25])=[N:15][N:16]([CH3:18])[CH:17]=2)[CH:7]=[CH:8][C:9]=1[NH2:10])[CH3:2]. (7) Given the reactants C[O:2][C:3]1[CH:4]=[C:5]2[C:10](=[CH:11][CH:12]=1)[C:9](=[O:13])[C:8]([CH2:19][C:20]([O:22]CC)=[O:21])([CH2:14][C:15]([F:18])([F:17])[F:16])[CH2:7][CH2:6]2, predict the reaction product. The product is: [OH:2][C:3]1[CH:4]=[C:5]2[C:10](=[CH:11][CH:12]=1)[C:9](=[O:13])[C:8]([CH2:19][C:20]([OH:22])=[O:21])([CH2:14][C:15]([F:16])([F:17])[F:18])[CH2:7][CH2:6]2.